From a dataset of Retrosynthesis with 50K atom-mapped reactions and 10 reaction types from USPTO. Predict the reactants needed to synthesize the given product. (1) Given the product C[C@H](NC(=O)C12CCC(N(CC(=O)N3C[C@@H](F)C[C@H]3C#N)C(=O)OCc3ccccc3)(CC1)CC2)c1ccccc1, predict the reactants needed to synthesize it. The reactants are: C[C@H](N)c1ccccc1.N#C[C@@H]1C[C@H](F)CN1C(=O)CN(C(=O)OCc1ccccc1)C12CCC(C(=O)O)(CC1)CC2. (2) Given the product COc1ccc(-c2ccc3sc(C(=O)O)cc3c2)cc1, predict the reactants needed to synthesize it. The reactants are: CCOC(=O)c1cc2cc(-c3ccc(OC)cc3)ccc2s1. (3) Given the product C=CC(=O)Nc1ccc(C[C@H](NCOCc2ccccc2)C(=O)O)cc1, predict the reactants needed to synthesize it. The reactants are: C=CC(=O)Nc1ccc(C[C@H](NCOCc2ccccc2)C(=O)OC)cc1. (4) Given the product CC(C)(C)OC(=O)N1CCC(Sc2ccc3c(c2)oc(=O)n3C(c2ccccc2)(c2ccccc2)c2ccccc2)C1, predict the reactants needed to synthesize it. The reactants are: CC(C)(C)OC(=O)N1CCC(S)C1.O=c1oc2cc(Br)ccc2n1C(c1ccccc1)(c1ccccc1)c1ccccc1. (5) The reactants are: OCc1ccc(Cl)cc1O. Given the product O=Cc1ccc(Cl)cc1O, predict the reactants needed to synthesize it. (6) Given the product COc1cccc(-c2cc(C(N)=O)c3[nH]c4cc(NC(=O)CCCN(C)C)ccc4c3c2)c1, predict the reactants needed to synthesize it. The reactants are: CN(C)CCCC(=O)O.COc1cccc(-c2cc(C(N)=O)c3[nH]c4cc(N)ccc4c3c2)c1.